The task is: Predict which catalyst facilitates the given reaction.. This data is from Catalyst prediction with 721,799 reactions and 888 catalyst types from USPTO. (1) Reactant: C(OC([N:8]1[CH2:13][CH2:12][O:11][CH2:10][CH:9]1[CH2:14][O:15][C:16]([N:18]1[CH2:23][CH2:22][N:21]([C:24]2[CH:29]=[CH:28][CH:27]=[CH:26][CH:25]=2)[CH2:20][CH2:19]1)=[O:17])=O)(C)(C)C.C(O)(C(F)(F)F)=O. Product: [C:24]1([N:21]2[CH2:22][CH2:23][N:18]([C:16]([O:15][CH2:14][CH:9]3[CH2:10][O:11][CH2:12][CH2:13][NH:8]3)=[O:17])[CH2:19][CH2:20]2)[CH:25]=[CH:26][CH:27]=[CH:28][CH:29]=1. The catalyst class is: 2. (2) Reactant: [CH3:1][N:2]1[CH2:7][CH2:6][CH2:5][CH:4]([O:8][C:9]2[CH:10]=[C:11]([CH:14]=[CH:15][CH:16]=2)[C:12]#[N:13])[CH2:3]1. Product: [CH3:1][N:2]1[CH2:7][CH2:6][CH2:5][CH:4]([O:8][C:9]2[CH:10]=[C:11]([CH2:12][NH2:13])[CH:14]=[CH:15][CH:16]=2)[CH2:3]1. The catalyst class is: 834. (3) Reactant: [CH2:1]([O:8][C:9]1[CH:10]=[N:11][C:12]2[CH2:13][CH2:14][N:15](CC3C=CC(OC)=CC=3)[C:16](=[O:19])[C:17]=2[CH:18]=1)[C:2]1[CH:7]=[CH:6][CH:5]=[CH:4][CH:3]=1.[N+]([O-])([O-])=O.[NH4+].[Ce]. Product: [CH2:1]([O:8][C:9]1[CH:10]=[N:11][C:12]2[CH2:13][CH2:14][NH:15][C:16](=[O:19])[C:17]=2[CH:18]=1)[C:2]1[CH:3]=[CH:4][CH:5]=[CH:6][CH:7]=1. The catalyst class is: 144. (4) Reactant: [NH2:1][C:2]1[CH:12]=[CH:11][C:10]([Br:13])=[CH:9][C:3]=1[C:4]([N:6]([CH3:8])[CH3:7])=[O:5].C(N(C(C)C)CC)(C)C.[N:23]1([C:29](Cl)=[O:30])[CH2:28][CH2:27][O:26][CH2:25][CH2:24]1.C(Cl)(Cl)Cl. Product: [Br:13][C:10]1[CH:11]=[CH:12][C:2]([NH:1][C:29]([N:23]2[CH2:28][CH2:27][O:26][CH2:25][CH2:24]2)=[O:30])=[C:3]([C:4](=[O:5])[N:6]([CH3:7])[CH3:8])[CH:9]=1. The catalyst class is: 6. (5) Reactant: [NH2:1][CH2:2][CH2:3][CH2:4][CH2:5][N:6]1[C:14]([O:15]C)=[N:13][C:12]2[C:7]1=[N:8][C:9]([O:18][CH2:19][CH2:20][CH2:21][CH3:22])=[N:10][C:11]=2[NH2:17].Cl[S:24]([C:27]1[CH:32]=[CH:31][C:30]([CH2:33][CH2:34][C:35]([O:37][CH3:38])=[O:36])=[CH:29][CH:28]=1)(=[O:26])=[O:25]. Product: [NH2:17][C:11]1[N:10]=[C:9]([O:18][CH2:19][CH2:20][CH2:21][CH3:22])[N:8]=[C:7]2[C:12]=1[NH:13][C:14](=[O:15])[N:6]2[CH2:5][CH2:4][CH2:3][CH2:2][NH:1][S:24]([C:27]1[CH:28]=[CH:29][C:30]([CH2:33][CH2:34][C:35]([O:37][CH3:38])=[O:36])=[CH:31][CH:32]=1)(=[O:26])=[O:25]. The catalyst class is: 66. (6) Reactant: [Cl:1][C:2]1[CH:7]=[CH:6][C:5]([C:8](=[O:20])[CH2:9][S:10]([C:13]2[CH:14]=[CH:15][C:16](=[O:19])[NH:17][N:18]=2)(=[O:12])=[O:11])=[CH:4][CH:3]=1.[BH4-].[Na+]. Product: [Cl:1][C:2]1[CH:7]=[CH:6][C:5]([CH:8]([OH:20])[CH2:9][S:10]([C:13]2[CH:14]=[CH:15][C:16](=[O:19])[NH:17][N:18]=2)(=[O:12])=[O:11])=[CH:4][CH:3]=1. The catalyst class is: 5. (7) The catalyst class is: 49. Reactant: [F-].C([N+](CCCC)(CCCC)CCCC)CCC.[Si]([O:26][CH2:27][CH2:28][CH2:29][O:30][C:31]1[CH:51]=[CH:50][C:34]([CH2:35][C:36]2[C:37]([NH:44][CH2:45][CH2:46][CH2:47][CH2:48][CH3:49])=[N:38][C:39]([NH2:43])=[N:40][C:41]=2[CH3:42])=[C:33]([O:52][CH3:53])[CH:32]=1)(C(C)(C)C)(C)C. Product: [NH2:43][C:39]1[N:40]=[C:41]([CH3:42])[C:36]([CH2:35][C:34]2[CH:50]=[CH:51][C:31]([O:30][CH2:29][CH2:28][CH2:27][OH:26])=[CH:32][C:33]=2[O:52][CH3:53])=[C:37]([NH:44][CH2:45][CH2:46][CH2:47][CH2:48][CH3:49])[N:38]=1. (8) Reactant: Cl[C:2](Cl)([O:4]C(=O)OC(Cl)(Cl)Cl)Cl.[CH2:13]([N:15]1[C:19]2[N:20]=[C:21]([C:31]3[CH:37]=[CH:36][C:34]([NH2:35])=[CH:33][CH:32]=3)[N:22]=[C:23]([N:24]3[CH2:29][CH2:28][O:27][CH2:26][C@@H:25]3[CH3:30])[C:18]=2[N:17]=[N:16]1)[CH3:14].[CH3:38][O:39][C:40]1[CH:46]=[CH:45][C:43]([NH2:44])=[CH:42][CH:41]=1.CCN(CC)CC. Product: [CH2:13]([N:15]1[C:19]2[N:20]=[C:21]([C:31]3[CH:37]=[CH:36][C:34]([NH:35][C:2]([NH:44][C:43]4[CH:45]=[CH:46][C:40]([O:39][CH3:38])=[CH:41][CH:42]=4)=[O:4])=[CH:33][CH:32]=3)[N:22]=[C:23]([N:24]3[CH2:29][CH2:28][O:27][CH2:26][C@@H:25]3[CH3:30])[C:18]=2[N:17]=[N:16]1)[CH3:14]. The catalyst class is: 2. (9) Reactant: [N+:1]([C:4]1[CH:5]=[C:6]([C:10]2[S:11][C:12]3[CH:13]=[N:14][CH:15]=[CH:16][C:17]=3[N:18]=2)[CH:7]=[CH:8][CH:9]=1)([O-])=O.O.O.[SH-].[Na+]. Product: [N:18]1[C:17]2[CH:16]=[CH:15][N:14]=[CH:13][C:12]=2[S:11][C:10]=1[C:6]1[CH:5]=[C:4]([NH2:1])[CH:9]=[CH:8][CH:7]=1. The catalyst class is: 5.